Task: Predict the product of the given reaction.. Dataset: Forward reaction prediction with 1.9M reactions from USPTO patents (1976-2016) (1) The product is: [C:29]([O:9][C@@H:2]([CH2:3][CH2:4][CH2:5][CH2:6][CH2:7][CH3:8])[CH3:1])(=[O:36])[C:30]1[CH:35]=[CH:34][CH:33]=[CH:32][CH:31]=1.[CH3:1][C@H:2]([OH:9])[CH2:3][CH2:4][CH2:5][CH2:6][CH2:7][CH3:8]. Given the reactants [CH3:1][C@H:2]([OH:9])[CH2:3][CH2:4][CH2:5][CH2:6][CH2:7][CH3:8].C1(P(C2C=CC=CC=2)C2C=CC=CC=2)C=CC=CC=1.[C:29](O)(=[O:36])[C:30]1[CH:35]=[CH:34][CH:33]=[CH:32][CH:31]=1.C(OC(N=NC(OC(C)C)=O)=O)(C)C.C1(C)C=CC=CC=1, predict the reaction product. (2) Given the reactants [Cl:1][C:2]1[CH:10]=[C:9]2[C:5]([C:6]([C:11]([N:13]3[CH2:18][CH2:17][C:16]4([C:22]5[CH:23]=[CH:24][CH:25]=[CH:26][C:21]=5[C:20](=[O:27])[O:19]4)[CH2:15][CH2:14]3)=[O:12])=[CH:7][NH:8]2)=[CH:4][CH:3]=1.[F:28][C:29]1[CH:30]=[C:31]([CH:35]=[C:36]([F:38])[CH:37]=1)[C:32](Cl)=[O:33], predict the reaction product. The product is: [Cl:1][C:2]1[CH:10]=[C:9]2[C:5]([C:6]([C:11]([N:13]3[CH2:18][CH2:17][C:16]4([C:22]5[CH:23]=[CH:24][CH:25]=[CH:26][C:21]=5[C:20](=[O:27])[O:19]4)[CH2:15][CH2:14]3)=[O:12])=[CH:7][N:8]2[C:32](=[O:33])[C:31]2[CH:30]=[C:29]([F:28])[CH:37]=[C:36]([F:38])[CH:35]=2)=[CH:4][CH:3]=1.